This data is from Peptide-MHC class I binding affinity with 185,985 pairs from IEDB/IMGT. The task is: Regression. Given a peptide amino acid sequence and an MHC pseudo amino acid sequence, predict their binding affinity value. This is MHC class I binding data. (1) The peptide sequence is SLGLRKRSR. The MHC is HLA-A03:01 with pseudo-sequence HLA-A03:01. The binding affinity (normalized) is 0. (2) The peptide sequence is YSRVNHAKY. The binding affinity (normalized) is 0. The MHC is HLA-A31:01 with pseudo-sequence HLA-A31:01. (3) The peptide sequence is SRYFGNVRLR. The MHC is HLA-A33:01 with pseudo-sequence HLA-A33:01. The binding affinity (normalized) is 0.339. (4) The peptide sequence is VFFGYFASHF. The MHC is HLA-A23:01 with pseudo-sequence HLA-A23:01. The binding affinity (normalized) is 1.00. (5) The peptide sequence is LAIMFKDDNI. The MHC is HLA-A02:01 with pseudo-sequence HLA-A02:01. The binding affinity (normalized) is 0.0153. (6) The peptide sequence is GMLSSLHTL. The MHC is HLA-B08:01 with pseudo-sequence HLA-B08:01. The binding affinity (normalized) is 0. (7) The peptide sequence is PRFGSCYFL. The MHC is HLA-B73:01 with pseudo-sequence HLA-B73:01. The binding affinity (normalized) is 0.0847. (8) The peptide sequence is FIKDYRYTY. The MHC is HLA-A02:01 with pseudo-sequence HLA-A02:01. The binding affinity (normalized) is 0.0847.